Dataset: Forward reaction prediction with 1.9M reactions from USPTO patents (1976-2016). Task: Predict the product of the given reaction. (1) Given the reactants C(O[C:6](=[O:24])[N:7]([CH2:13][C:14]1[CH:23]=[CH:22][C:21]2[C:16](=[CH:17][CH:18]=[CH:19][CH:20]=2)[CH:15]=1)[N:8]1[CH:12]=[CH:11][CH:10]=[CH:9]1)(C)(C)C.[CH2:25]([O:27][C:28](=[O:40])[CH:29](C(OCC)=O)[C:30](OCC)=[O:31])[CH3:26], predict the reaction product. The product is: [CH2:25]([O:27][C:28]([C:29]1[C:6](=[O:24])[N:7]([CH2:13][C:14]2[CH:23]=[CH:22][C:21]3[C:16](=[CH:17][CH:18]=[CH:19][CH:20]=3)[CH:15]=2)[N:8]2[CH:12]=[CH:11][CH:10]=[C:9]2[C:30]=1[OH:31])=[O:40])[CH3:26]. (2) The product is: [F:1][C:2]1[CH:7]=[CH:6][C:5]([C:8]2[C:9]3[N:10]([N:15]=[C:16]([NH:18][C:21]4[CH:26]=[CH:25][C:24]([N:27]5[CH:31]=[C:30]([CH3:32])[N:29]=[CH:28]5)=[C:23]([O:33][CH3:34])[CH:22]=4)[N:17]=3)[CH:11]=[C:12]([CH3:14])[CH:13]=2)=[C:4]([CH3:19])[CH:3]=1. Given the reactants [F:1][C:2]1[CH:7]=[CH:6][C:5]([C:8]2[C:9]3[N:10]([N:15]=[C:16]([NH2:18])[N:17]=3)[CH:11]=[C:12]([CH3:14])[CH:13]=2)=[C:4]([CH3:19])[CH:3]=1.Br[C:21]1[CH:26]=[CH:25][C:24]([N:27]2[CH:31]=[C:30]([CH3:32])[N:29]=[CH:28]2)=[C:23]([O:33][CH3:34])[CH:22]=1.C(Cl)Cl, predict the reaction product. (3) Given the reactants [Cl:1][C:2]1[CH:7]=[CH:6][C:5]([S:8]([CH:11]([C:21]2[CH:26]=[C:25]([F:27])[CH:24]=[CH:23][C:22]=2[F:28])[C:12]2[N:17]=[CH:16][C:15]([C:18](O)=[O:19])=[CH:14][CH:13]=2)(=[O:10])=[O:9])=[CH:4][CH:3]=1.[CH3:29][N:30]1[CH2:35][CH2:34][NH:33][CH2:32][CH2:31]1.C(N(CC)CC)C.Cl.C(N=C=NCCCN(C)C)C, predict the reaction product. The product is: [Cl:1][C:2]1[CH:3]=[CH:4][C:5]([S:8]([CH:11]([C:21]2[CH:26]=[C:25]([F:27])[CH:24]=[CH:23][C:22]=2[F:28])[C:12]2[N:17]=[CH:16][C:15]([C:18]([N:33]3[CH2:34][CH2:35][N:30]([CH3:29])[CH2:31][CH2:32]3)=[O:19])=[CH:14][CH:13]=2)(=[O:10])=[O:9])=[CH:6][CH:7]=1. (4) Given the reactants [C:1]1([C:10]2[CH:15]=[CH:14][CH:13]=[CH:12][CH:11]=2)[C:2]([C:7]([OH:9])=O)=[CH:3][CH:4]=[CH:5][CH:6]=1.C(Cl)(=O)C(Cl)=O.[C:22]1([C:28]2NN=[N:30][N:29]=2)[CH:27]=[CH:26][CH:25]=[CH:24][CH:23]=1, predict the reaction product. The product is: [C:1]1([C:10]2[CH:15]=[CH:14][CH:13]=[CH:12][CH:11]=2)[CH:6]=[CH:5][CH:4]=[CH:3][C:2]=1[C:7]1[O:9][C:28]([C:22]2[CH:27]=[CH:26][CH:25]=[CH:24][CH:23]=2)=[N:29][N:30]=1.